From a dataset of Forward reaction prediction with 1.9M reactions from USPTO patents (1976-2016). Predict the product of the given reaction. (1) Given the reactants [C:1]1([S:7]([N:10]2[C:14]3=[N:15][CH:16]=[C:17]([NH2:19])[CH:18]=[C:13]3[CH:12]=[CH:11]2)(=[O:9])=[O:8])[CH:6]=[CH:5][CH:4]=[CH:3][CH:2]=1.C(N(CC)CC)C.[C:27](O[C:27]([O:29][C:30]([CH3:33])([CH3:32])[CH3:31])=[O:28])([O:29][C:30]([CH3:33])([CH3:32])[CH3:31])=[O:28], predict the reaction product. The product is: [C:30]([O:29][C:27](=[O:28])[NH:19][C:17]1[CH:18]=[C:13]2[CH:12]=[CH:11][N:10]([S:7]([C:1]3[CH:6]=[CH:5][CH:4]=[CH:3][CH:2]=3)(=[O:8])=[O:9])[C:14]2=[N:15][CH:16]=1)([CH3:33])([CH3:32])[CH3:31]. (2) Given the reactants [CH3:1][Si:2]([CH3:15])([CH3:14])[CH2:3][CH2:4][O:5][CH2:6][N:7]1[CH:11]=[C:10]([C:12]#[N:13])[N:9]=[CH:8]1.[Br:16]N1C(=O)CCC1=O.N(C(C)(C)C#N)=NC(C)(C)C#N, predict the reaction product. The product is: [Br:16][C:8]1[N:7]([CH2:6][O:5][CH2:4][CH2:3][Si:2]([CH3:15])([CH3:14])[CH3:1])[CH:11]=[C:10]([C:12]#[N:13])[N:9]=1. (3) Given the reactants [Cl:1][C:2]1[C:10]([C:11]2[N:12]=[CH:13][C:14]([NH2:17])=[N:15][CH:16]=2)=[CH:9][C:8]2[CH2:7][CH2:6][O:5][C:4]=2[CH:3]=1.[F:18][C:19]1[CH:27]=[CH:26][CH:25]=[C:24]([F:28])[C:20]=1[C:21](Cl)=[O:22].CCN(C(C)C)C(C)C.C([O-])(O)=O.[Na+].C(Cl)Cl, predict the reaction product. The product is: [F:18][C:19]1[CH:27]=[CH:26][CH:25]=[C:24]([F:28])[C:20]=1[C:21]([NH:17][C:14]1[CH:13]=[N:12][C:11]([C:10]2[C:2]([Cl:1])=[CH:3][C:4]3[O:5][CH2:6][CH2:7][C:8]=3[CH:9]=2)=[CH:16][N:15]=1)=[O:22].